This data is from Catalyst prediction with 721,799 reactions and 888 catalyst types from USPTO. The task is: Predict which catalyst facilitates the given reaction. (1) Reactant: [CH:1]1([C:4]([N:6]2[CH2:10][CH2:9][C@@H:8]([CH2:11][N:12]3[C:16]4[CH:17]=[CH:18][C:19]([C:21]([F:24])([F:23])[F:22])=[CH:20][C:15]=4[N:14]=[C:13]3[C:25]3[CH:30]=[CH:29][C:28](B4OC(C)(C)C(C)(C)O4)=[CH:27][CH:26]=3)[CH2:7]2)=[O:5])[CH2:3][CH2:2]1.Br[C:41]1[CH:42]=[C:43]2[C:48](=[CH:49][CH:50]=1)[N:47]=[CH:46][N:45]=[CH:44]2.C(=O)([O-])[O-].[K+].[K+]. Product: [CH:1]1([C:4]([N:6]2[CH2:10][CH2:9][C@@H:8]([CH2:11][N:12]3[C:16]4[CH:17]=[CH:18][C:19]([C:21]([F:22])([F:24])[F:23])=[CH:20][C:15]=4[N:14]=[C:13]3[C:25]3[CH:30]=[CH:29][C:28]([C:41]4[CH:42]=[C:43]5[C:48](=[CH:49][CH:50]=4)[N:47]=[CH:46][N:45]=[CH:44]5)=[CH:27][CH:26]=3)[CH2:7]2)=[O:5])[CH2:2][CH2:3]1. The catalyst class is: 368. (2) Reactant: [Cl:1][C:2]1[C:10]2[C:5](=[CH:6][CH:7]=[C:8]([NH:11][C:12](=[O:17])[CH2:13][C:14](=O)[CH3:15])[CH:9]=2)[NH:4][N:3]=1.[NH2:18][C:19]([NH2:21])=[O:20].FC(F)(F)S([O-])(=O)=O.[Yb+3].FC(F)(F)S([O-])(=O)=O.FC(F)(F)S([O-])(=O)=O.[F:47][C:48]1[CH:55]=[CH:54][C:51]([CH:52]=O)=[CH:50][CH:49]=1. Product: [Cl:1][C:2]1[C:10]2[C:5](=[CH:6][CH:7]=[C:8]([NH:11][C:12]([C:13]3[CH:52]([C:51]4[CH:54]=[CH:55][C:48]([F:47])=[CH:49][CH:50]=4)[NH:18][C:19](=[O:20])[NH:21][C:14]=3[CH3:15])=[O:17])[CH:9]=2)[NH:4][N:3]=1. The catalyst class is: 47. (3) Reactant: CN(C(ON1N=NC2C=CC=CC1=2)=[N+](C)C)C.F[P-](F)(F)(F)(F)F.[OH:25][C:26]([CH:28]([C:30]1[CH:39]=[CH:38][C:33]([CH2:34][CH:35]([CH3:37])[CH3:36])=[CH:32][CH:31]=1)[CH3:29])=[O:27].[CH2:40]1[O:45][CH:44]([C:46]2[CH:51]=[CH:50][CH:49]=[CH:48][CH:47]=2)[O:43][CH2:42][CH:41]1O.C(N(CC)CC)C. Product: [CH2:34]([C:33]1[CH:32]=[CH:31][C:30]([CH:28]([CH3:29])[C:26]([O:25][CH:41]2[CH2:42][O:43][CH:44]([C:46]3[CH:47]=[CH:48][CH:49]=[CH:50][CH:51]=3)[O:45][CH2:40]2)=[O:27])=[CH:39][CH:38]=1)[CH:35]([CH3:36])[CH3:37]. The catalyst class is: 2.